Dataset: Peptide-MHC class II binding affinity with 134,281 pairs from IEDB. Task: Regression. Given a peptide amino acid sequence and an MHC pseudo amino acid sequence, predict their binding affinity value. This is MHC class II binding data. (1) The peptide sequence is NSELIRRAKAAESLASD. The MHC is DRB1_0101 with pseudo-sequence DRB1_0101. The binding affinity (normalized) is 0.863. (2) The peptide sequence is LQPETFAVVDLNKMR. The MHC is HLA-DPA10103-DPB10301 with pseudo-sequence HLA-DPA10103-DPB10301. The binding affinity (normalized) is 0.0603. (3) The peptide sequence is GGRSLTTLLRALGAQ. The MHC is DRB1_1101 with pseudo-sequence DRB1_1101. The binding affinity (normalized) is 0.831. (4) The peptide sequence is DEARRMWASAQNISG. The MHC is DRB1_0301 with pseudo-sequence DRB1_0301. The binding affinity (normalized) is 0.129. (5) The binding affinity (normalized) is 0.348. The MHC is DRB3_0101 with pseudo-sequence DRB3_0101. The peptide sequence is HWFSRENSYSGVEGEGL. (6) The peptide sequence is VALTLTSYLGLTQPF. The MHC is DRB1_0701 with pseudo-sequence DRB1_0701. The binding affinity (normalized) is 0.723.